This data is from Full USPTO retrosynthesis dataset with 1.9M reactions from patents (1976-2016). The task is: Predict the reactants needed to synthesize the given product. (1) Given the product [CH3:11][O:10][C:4]1[C:5]([O:8][CH3:9])=[CH:6][C:7]([CH:12]=[O:13])=[C:2]([F:1])[CH:3]=1, predict the reactants needed to synthesize it. The reactants are: [F:1][C:2]1[CH:3]=[C:4]([O:10][CH3:11])[C:5]([O:8][CH3:9])=[CH:6][CH:7]=1.[CH3:12][O:13]C(Cl)Cl. (2) The reactants are: [Cl:1][C:2]1[N:7]=[C:6]([CH3:8])[C:5]([NH2:9])=[CH:4][CH:3]=1.[CH:10]1([CH:13]=O)[CH2:12][CH2:11]1.C(O[BH-](OC(=O)C)OC(=O)C)(=O)C.[Na+].C(O)(=O)C. Given the product [Cl:1][C:2]1[N:7]=[C:6]([CH3:8])[C:5]([NH:9][CH2:13][CH:10]2[CH2:12][CH2:11]2)=[CH:4][CH:3]=1, predict the reactants needed to synthesize it. (3) Given the product [C:28]12([O:38][CH2:39][C:40]3[C:55]([CH:10]4[CH2:1][CH2:2]4)=[CH:54][C:43]([C:44]([NH:46][S:47]([N:50]4[CH2:53][CH2:52][CH2:51]4)(=[O:49])=[O:48])=[O:45])=[C:42]([F:57])[CH:41]=3)[CH2:37][CH:32]3[CH2:33][CH:34]([CH2:36][CH:30]([CH2:31]3)[CH2:29]1)[CH2:35]2, predict the reactants needed to synthesize it. The reactants are: [CH:1]12[CH2:10]C3CC(CC(C3)[CH:2]1OCC1C(Cl)=CC(C(NS(C)(=O)=O)=O)=C(F)C=1)C2.[C:28]12([O:38][CH2:39][C:40]3[C:55](Cl)=[CH:54][C:43]([C:44]([NH:46][S:47]([N:50]4[CH2:53][CH2:52][CH2:51]4)(=[O:49])=[O:48])=[O:45])=[C:42]([F:57])[CH:41]=3)[CH2:37][CH:32]3[CH2:33][CH:34]([CH2:36][CH:30]([CH2:31]3)[CH2:29]1)[CH2:35]2. (4) The reactants are: Cl.[NH2:2][C:3]1[N:11]=[CH:10][N:9]=[C:8]2[C:4]=1[N:5]=[CH:6][N:7]2[C:12]1[CH:17]=[CH:16][C:15]([NH:18][C:19]([NH:21][C:22]2[CH:27]=[CH:26][C:25]([Cl:28])=[C:24]([C:29]([F:32])([F:31])[F:30])[CH:23]=2)=[O:20])=[CH:14][CH:13]=1.C(OC([N:40](C(OC(C)(C)C)=O)[C@H:41]([C:47](O)=[O:48])[CH2:42][CH2:43][CH2:44][CH2:45][NH2:46])=O)(C)(C)C. Given the product [ClH:28].[Cl:28][C:25]1[CH:26]=[CH:27][C:22]([NH:21][C:19](=[O:20])[NH:18][C:15]2[CH:14]=[CH:13][C:12]([N:7]3[CH:6]=[N:5][C:4]4[C:8]3=[N:9][CH:10]=[N:11][C:3]=4[NH:2][C:47](=[O:48])[C@@H:41]([NH2:40])[CH2:42][CH2:43][CH2:44][CH2:45][NH2:46])=[CH:17][CH:16]=2)=[CH:23][C:24]=1[C:29]([F:31])([F:32])[F:30], predict the reactants needed to synthesize it. (5) Given the product [Br:19][C:17]1[CH:18]=[C:13]([NH:12][C:9]2[CH:8]=[CH:7][C:6]([O:5][CH:3]3[CH2:4][N:1]([CH3:25])[CH2:2]3)=[CH:11][N:10]=2)[C:14](=[O:21])[N:15]([CH3:20])[CH:16]=1, predict the reactants needed to synthesize it. The reactants are: [NH:1]1[CH2:4][CH:3]([O:5][C:6]2[CH:7]=[CH:8][C:9]([NH:12][C:13]3[C:14](=[O:21])[N:15]([CH3:20])[CH:16]=[C:17]([Br:19])[CH:18]=3)=[N:10][CH:11]=2)[CH2:2]1.C=O.O.[C:25]([BH3-])#N.[Na+]. (6) Given the product [O:22]1[CH:23]=[CH:24][CH:25]=[C:21]1[C:19]1[N:20]=[C:16]([NH:15][C:13]([C:11]2[CH:10]=[CH:9][N:8]=[C:7]([CH2:6][O:4][CH3:3])[CH:12]=2)=[O:14])[S:17][C:18]=1[C:26]([CH:28]1[CH2:33][CH2:32][O:31][CH2:30][CH2:29]1)=[O:27], predict the reactants needed to synthesize it. The reactants are: [H-].[Na+].[CH3:3][OH:4].Cl[CH2:6][C:7]1[CH:12]=[C:11]([C:13]([NH:15][C:16]2[S:17][C:18]([C:26]([CH:28]3[CH2:33][CH2:32][O:31][CH2:30][CH2:29]3)=[O:27])=[C:19]([C:21]3[O:22][CH:23]=[CH:24][CH:25]=3)[N:20]=2)=[O:14])[CH:10]=[CH:9][N:8]=1.O. (7) Given the product [CH3:1][O:2][C:3](=[O:16])[C@H:4]([CH2:6][NH:7][C:8](=[O:15])[C:9]1[CH:14]=[CH:13][CH:12]=[CH:11][CH:10]=1)[NH:5][C:20](=[O:21])[C:19]1[CH:23]=[CH:24][C:25]([C:27]([NH:29][CH2:30][C:31]2[CH:39]=[CH:38][CH:37]=[C:36]3[C:32]=2[CH:33]=[CH:34][NH:35]3)=[O:28])=[CH:26][C:18]=1[Cl:17], predict the reactants needed to synthesize it. The reactants are: [CH3:1][O:2][C:3](=[O:16])[C@H:4]([CH2:6][NH:7][C:8](=[O:15])[C:9]1[CH:14]=[CH:13][CH:12]=[CH:11][CH:10]=1)[NH2:5].[Cl:17][C:18]1[CH:26]=[C:25]([C:27]([NH:29][CH2:30][C:31]2[CH:39]=[CH:38][CH:37]=[C:36]3[C:32]=2[CH:33]=[CH:34][NH:35]3)=[O:28])[CH:24]=[CH:23][C:19]=1[C:20](O)=[O:21].C1C=CC2N(O)N=NC=2C=1.CCN=C=NCCCN(C)C.Cl. (8) Given the product [OH:33][C@@H:28]1[C@H:27]([NH:23][C:24](=[O:26])[O:25][C:38]([CH3:43])([CH3:39])[CH3:37])[CH2:32][CH2:31][N:30]([CH2:3][CH2:4][N:5]2[C:14]3[C:9](=[N:10][CH:11]=[C:12]([O:15][CH3:16])[CH:13]=3)[CH:8]=[CH:7][C:6]2=[O:17])[CH2:29]1, predict the reactants needed to synthesize it. The reactants are: CO[CH:3](O)[CH2:4][N:5]1[C:14]2[C:9](=[N:10][CH:11]=[C:12]([O:15][CH3:16])[CH:13]=2)[CH:8]=[CH:7][C:6]1=[O:17].CC([N:23]([C@@H:27]1[CH2:32][CH2:31][NH:30][CH2:29][C@@H:28]1[OH:33])[C:24](=[O:26])[O-:25])(C)C.OCC[CH2:37][C:38]1[C:43](=O)N(CC2C=CC(OC)=CC=2)NC(=O)[CH:39]=1.C(O[BH-](OC(=O)C)OC(=O)C)(=O)C.[Na+].